The task is: Regression. Given a peptide amino acid sequence and an MHC pseudo amino acid sequence, predict their binding affinity value. This is MHC class II binding data.. This data is from Peptide-MHC class II binding affinity with 134,281 pairs from IEDB. (1) The peptide sequence is FESLRDEEAYSIV. The MHC is DRB1_1501 with pseudo-sequence DRB1_1501. The binding affinity (normalized) is 0.0563. (2) The peptide sequence is VADAYITLVTLPKSS. The MHC is DRB4_0101 with pseudo-sequence DRB4_0103. The binding affinity (normalized) is 0.624. (3) The peptide sequence is RHNWVNHAVPLAMKLI. The MHC is DRB1_0301 with pseudo-sequence DRB1_0301. The binding affinity (normalized) is 0.161. (4) The peptide sequence is GIAQSASVLSFMDKG. The MHC is DRB3_0301 with pseudo-sequence DRB3_0301. The binding affinity (normalized) is 0.498. (5) The MHC is HLA-DQA10601-DQB10402 with pseudo-sequence HLA-DQA10601-DQB10402. The binding affinity (normalized) is 0. The peptide sequence is TKEDLFGKKNLIPSS. (6) The peptide sequence is KPEVKYTVFETALKK. The MHC is HLA-DQA10101-DQB10501 with pseudo-sequence HLA-DQA10101-DQB10501. The binding affinity (normalized) is 0.0839. (7) The peptide sequence is EKKYFAATQFEVLAA. The MHC is DRB1_0101 with pseudo-sequence DRB1_0101. The binding affinity (normalized) is 0.788. (8) The peptide sequence is EDNFFLFGAKADQVA. The MHC is HLA-DQA10102-DQB10602 with pseudo-sequence HLA-DQA10102-DQB10602. The binding affinity (normalized) is 0.451. (9) The peptide sequence is AFAATANPWASQRF. The MHC is DRB1_0701 with pseudo-sequence DRB1_0701. The binding affinity (normalized) is 0.387. (10) The peptide sequence is LFKEKEVKKEIKDPL. The MHC is H-2-IAb with pseudo-sequence H-2-IAb. The binding affinity (normalized) is 0.